Dataset: Reaction yield outcomes from USPTO patents with 853,638 reactions. Task: Predict the reaction yield, written as a fraction of the theoretical maximum amount of product (1.0 means a 100% yield; for example, 0.34 means a 34% yield). The reactants are Br[C:2]1[C:11]2[C:6](=[C:7]([F:13])[C:8]([CH3:12])=[CH:9][CH:10]=2)[N:5]=[C:4]([C:14]([O:16][CH3:17])=[O:15])[CH:3]=1.[CH3:18][N:19]1[CH:23]=[C:22](B2OC(C)(C)C(C)(C)O2)[CH:21]=[N:20]1.[O-]P([O-])([O-])=O.[K+].[K+].[K+]. The catalyst is O1CCOCC1.O. The product is [F:13][C:7]1[C:8]([CH3:12])=[CH:9][CH:10]=[C:11]2[C:6]=1[N:5]=[C:4]([C:14]([O:16][CH3:17])=[O:15])[CH:3]=[C:2]2[C:22]1[CH:21]=[N:20][N:19]([CH3:18])[CH:23]=1. The yield is 0.740.